This data is from Antibody paratope prediction from SAbDab with 1,023 antibody chains. The task is: Token-level Classification. Given an antibody amino acid sequence, predict which amino acid positions are active in antigen binding. Output is a list of indices for active paratope positions. The paratope positions are: [52, 82, 83, 84]. Given the antibody sequence: QVQLQESGPGLVAPSQSLSITCTVSGFSLTGYGVNWVRQPPGKGLEWLGMIWGDGNTDYNSALKSRLSISKDNSKSQVFLKMNSLHTDDTARYYCARERDFRLDYWGQGTTLTVSS, which amino acid positions are active in antigen binding (paratope)?